This data is from Full USPTO retrosynthesis dataset with 1.9M reactions from patents (1976-2016). The task is: Predict the reactants needed to synthesize the given product. Given the product [CH3:1][C:2]1[CH:11]=[CH:10][C:9]2[C:4](=[CH:5][CH:6]=[CH:7][C:8]=2[N:12]2[CH2:17][CH2:16][N:15]([C:19]([O:21][C:22]([CH3:25])([CH3:24])[CH3:23])=[O:18])[CH2:14][CH2:13]2)[N:3]=1, predict the reactants needed to synthesize it. The reactants are: [CH3:1][C:2]1[CH:11]=[CH:10][C:9]2[C:4](=[CH:5][CH:6]=[CH:7][C:8]=2[N:12]2[CH2:17][CH2:16][NH:15][CH2:14][CH2:13]2)[N:3]=1.[O:18](C(OC(C)(C)C)=O)[C:19]([O:21][C:22]([CH3:25])([CH3:24])[CH3:23])=O.O.